Dataset: Peptide-MHC class I binding affinity with 185,985 pairs from IEDB/IMGT. Task: Regression. Given a peptide amino acid sequence and an MHC pseudo amino acid sequence, predict their binding affinity value. This is MHC class I binding data. (1) The MHC is HLA-A68:02 with pseudo-sequence HLA-A68:02. The binding affinity (normalized) is 0.289. The peptide sequence is REFEAQNVP. (2) The peptide sequence is HYLSSILRL. The MHC is H-2-Kd with pseudo-sequence H-2-Kd. The binding affinity (normalized) is 0.398. (3) The MHC is HLA-B51:01 with pseudo-sequence HLA-B51:01. The binding affinity (normalized) is 0.0992. The peptide sequence is FLKEEGGL. (4) The peptide sequence is AARTKGISI. The MHC is HLA-B07:02 with pseudo-sequence HLA-B07:02. The binding affinity (normalized) is 0.572. (5) The peptide sequence is QVPLRPMTFK. The MHC is HLA-B54:01 with pseudo-sequence HLA-B54:01. The binding affinity (normalized) is 0. (6) The MHC is HLA-A68:01 with pseudo-sequence HLA-A68:01. The peptide sequence is LLGPGRPYR. The binding affinity (normalized) is 0.354. (7) The peptide sequence is AAKYVEHDPR. The MHC is HLA-A03:01 with pseudo-sequence HLA-A03:01. The binding affinity (normalized) is 0.0442. (8) The peptide sequence is SLLFKTSAGV. The MHC is HLA-A02:01 with pseudo-sequence HLA-A02:01. The binding affinity (normalized) is 0.716. (9) The peptide sequence is LSEISFHLV. The MHC is H-2-Db with pseudo-sequence H-2-Db. The binding affinity (normalized) is 0. (10) The MHC is HLA-B53:01 with pseudo-sequence HLA-B53:01. The binding affinity (normalized) is 0.213. The peptide sequence is LVSSGNTLY.